Dataset: Forward reaction prediction with 1.9M reactions from USPTO patents (1976-2016). Task: Predict the product of the given reaction. (1) Given the reactants C[O:2][C:3](=[O:40])[C@@H:4]([NH:17][C:18]([C:20]1[S:21][C:22]([C:27](=[O:39])[NH:28][CH2:29][C:30]2[CH:38]=[CH:37][CH:36]=[C:35]3[C:31]=2[CH:32]=[N:33][NH:34]3)=[CH:23][C:24]=1[C:25]#[N:26])=[O:19])[CH2:5][NH:6][C:7](=[O:16])[C:8]1[CH:13]=[C:12]([OH:14])[CH:11]=[C:10]([OH:15])[CH:9]=1.O.[OH-].[Li+].Cl, predict the reaction product. The product is: [C:25]([C:24]1[CH:23]=[C:22]([C:27](=[O:39])[NH:28][CH2:29][C:30]2[CH:38]=[CH:37][CH:36]=[C:35]3[C:31]=2[CH:32]=[N:33][NH:34]3)[S:21][C:20]=1[C:18]([NH:17][C@@H:4]([CH2:5][NH:6][C:7](=[O:16])[C:8]1[CH:9]=[C:10]([OH:15])[CH:11]=[C:12]([OH:14])[CH:13]=1)[C:3]([OH:40])=[O:2])=[O:19])#[N:26]. (2) Given the reactants Cl[C:2]1[N:11]=[CH:10][C:9]2[N:8]([CH2:12][CH:13]3[CH2:15][CH2:14]3)[C:7](=[O:16])[C@:6]3([CH3:22])[C@H:17]([CH3:21])[O:18][CH2:19][CH2:20][N:5]3[C:4]=2[N:3]=1.[CH3:23][NH:24][C:25]([NH:27][C:28]1[CH:33]=[CH:32][C:31](B2OC(C)(C)C(C)(C)O2)=[CH:30][CH:29]=1)=[O:26].C([O-])(O)=O.[Na+].[Na+].[Cl-], predict the reaction product. The product is: [CH:13]1([CH2:12][N:8]2[C:7](=[O:16])[C@:6]3([CH3:22])[C@H:17]([CH3:21])[O:18][CH2:19][CH2:20][N:5]3[C:4]3[N:3]=[C:2]([C:31]4[CH:30]=[CH:29][C:28]([NH:27][C:25]([NH:24][CH3:23])=[O:26])=[CH:33][CH:32]=4)[N:11]=[CH:10][C:9]2=3)[CH2:15][CH2:14]1. (3) Given the reactants [F:1][C:2]1[CH:3]=[C:4]([Cl:9])[CH:5]=[C:6]([F:8])[CH:7]=1.CN(C)CCN(C)C.C([Li])CCC.[CH3:23][Si:24](Cl)([CH3:26])[CH3:25].[Cl-].[NH4+], predict the reaction product. The product is: [Cl:9][C:4]1[CH:3]=[C:2]([F:1])[C:7]([Si:24]([CH3:26])([CH3:25])[CH3:23])=[C:6]([F:8])[CH:5]=1. (4) The product is: [CH3:14][C:9]1([CH3:13])[O:10][C:11](=[O:12])[CH:6]([C:1]2([C:16]#[N:17])[CH2:2][CH2:3][CH2:4][CH2:5]2)[C:7](=[O:15])[O:8]1. Given the reactants [C:1]1(=[C:6]2[C:11](=[O:12])[O:10][C:9]([CH3:14])([CH3:13])[O:8][C:7]2=[O:15])[CH2:5][CH2:4][CH2:3][CH2:2]1.[C-:16]#[N:17].[K+], predict the reaction product.